Dataset: Full USPTO retrosynthesis dataset with 1.9M reactions from patents (1976-2016). Task: Predict the reactants needed to synthesize the given product. (1) Given the product [Cl:26][C:23]1[CH:24]=[CH:25][C:20]([O:19][C:14]2[CH:15]=[C:16]3[C:11](=[CH:12][CH:13]=2)[CH:10]=[N:9][C:8]([C:6]([NH:27][C@@H:28]([CH3:29])[C:30]([OH:32])=[O:31])=[O:7])=[C:17]3[OH:18])=[CH:21][CH:22]=1, predict the reactants needed to synthesize it. The reactants are: C(O[C:6]([C:8]1[N:9]=[CH:10][C:11]2[C:16]([C:17]=1[OH:18])=[CH:15][C:14]([O:19][C:20]1[CH:25]=[CH:24][C:23]([Cl:26])=[CH:22][CH:21]=1)=[CH:13][CH:12]=2)=[O:7])CCC.[NH2:27][C@H:28]([C:30]([OH:32])=[O:31])[CH3:29]. (2) Given the product [Br:1][C:2]1[C:3]([F:13])=[C:4]2[C:9](=[CH:10][CH:11]=1)[CH2:8][CH:7]([N:14]1[CH2:19][CH2:18][O:17][CH2:16][CH2:15]1)[CH2:6][CH2:5]2, predict the reactants needed to synthesize it. The reactants are: [Br:1][C:2]1[C:3]([F:13])=[C:4]2[C:9](=[CH:10][CH:11]=1)[CH2:8][C:7](=O)[CH2:6][CH2:5]2.[NH:14]1[CH2:19][CH2:18][O:17][CH2:16][CH2:15]1.C(O)(=O)C.[Na].C(=O)([O-])[O-].[K+].[K+]. (3) Given the product [CH:1]([P:3](=[O:4])([OH:6])[OH:5])=[CH2:2].[C:7]([OH:12])(=[O:11])[C:8]([CH3:10])=[CH2:9], predict the reactants needed to synthesize it. The reactants are: [CH:1]([P:3](=[O:6])([OH:5])[OH:4])=[CH2:2].[C:7]([OH:12])(=[O:11])[C:8]([CH3:10])=[CH2:9].CC(N=NC(C#N)(C)C)(C#N)C. (4) Given the product [F:1][C:2]1[C:7]([F:8])=[CH:6][CH:5]=[CH:4][C:3]=1[C:9]1[N:17]=[C:12]2[CH:13]=[N:14][N:15]([CH2:19][C:20]3[O:24][N:23]=[C:22]([C:25]4[CH:30]=[CH:29][C:28]([O:31][CH3:32])=[CH:27][C:26]=4[O:33][CH3:34])[CH:21]=3)[CH:16]=[C:11]2[N:10]=1, predict the reactants needed to synthesize it. The reactants are: [F:1][C:2]1[C:7]([F:8])=[CH:6][CH:5]=[CH:4][C:3]=1[C:9]1[NH:17][C:12]2=[CH:13][N:14]=[N:15][CH:16]=[C:11]2[N:10]=1.Cl[CH2:19][C:20]1[O:24][N:23]=[C:22]([C:25]2[CH:30]=[CH:29][C:28]([O:31][CH3:32])=[CH:27][C:26]=2[O:33][CH3:34])[CH:21]=1. (5) Given the product [Cl:24][C:16]1[CH:17]=[C:18]([N+:21]([O-:23])=[O:22])[CH:19]=[CH:20][C:15]=1[O:14][C:10]1[CH:9]=[C:8]([CH:13]=[CH:12][CH:11]=1)[C:7]([NH:6][C:3]([C:2]#[N:1])([CH3:5])[CH3:4])=[O:25], predict the reactants needed to synthesize it. The reactants are: [NH2:1][C:2](=O)[C:3]([NH:6][C:7](=[O:25])[C:8]1[CH:13]=[CH:12][CH:11]=[C:10]([O:14][C:15]2[CH:20]=[CH:19][C:18]([N+:21]([O-:23])=[O:22])=[CH:17][C:16]=2[Cl:24])[CH:9]=1)([CH3:5])[CH3:4].C(N(CC)CC)C.FC(F)(F)C(OC(=O)C(F)(F)F)=O.O. (6) Given the product [O:29]1[CH2:33][CH2:32][CH2:31][CH:30]1[CH2:34][O:35][CH2:36][CH2:37][NH:38][C:11]([C:9]1[CH:8]=[CH:7][C:6]2[N:2]([CH3:1])[C:3]([NH:14][C:15]3[S:16][C:17]4[CH:23]=[C:22]([O:24][C:25]([F:28])([F:27])[F:26])[CH:21]=[CH:20][C:18]=4[N:19]=3)=[N:4][C:5]=2[CH:10]=1)=[O:13], predict the reactants needed to synthesize it. The reactants are: [CH3:1][N:2]1[C:6]2[CH:7]=[CH:8][C:9]([C:11]([OH:13])=O)=[CH:10][C:5]=2[N:4]=[C:3]1[NH:14][C:15]1[S:16][C:17]2[CH:23]=[C:22]([O:24][C:25]([F:28])([F:27])[F:26])[CH:21]=[CH:20][C:18]=2[N:19]=1.[O:29]1[CH2:33][CH2:32][CH2:31][CH:30]1[CH2:34][O:35][CH2:36][CH2:37][NH2:38].CN(C(ON1N=NC2C=CC=CC1=2)=[N+](C)C)C.F[P-](F)(F)(F)(F)F.CCN(C(C)C)C(C)C. (7) Given the product [CH3:6][C:7]1[C:12]([O:13][C:14]2[C:15]([C:27]([NH2:28])=[O:30])=[N:16][CH:17]=[C:18]([S:20][C:21]3[CH:26]=[CH:25][CH:24]=[CH:23][N:22]=3)[CH:19]=2)=[C:11]([CH3:29])[CH:10]=[CH:9][N:8]=1, predict the reactants needed to synthesize it. The reactants are: S(=O)(=O)(O)O.[CH3:6][C:7]1[C:12]([O:13][C:14]2[C:15]([C:27]#[N:28])=[N:16][CH:17]=[C:18]([S:20][C:21]3[CH:26]=[CH:25][CH:24]=[CH:23][N:22]=3)[CH:19]=2)=[C:11]([CH3:29])[CH:10]=[CH:9][N:8]=1.[OH-:30].[Na+]. (8) Given the product [Cl:1][C:2]1[N:3]=[N:4][C:5]([CH2:8][N:23]2[CH:22]=[C:21]3[N:26]=[C:18]([C:12]4[CH:13]=[CH:14][CH:15]=[C:16]([F:17])[C:11]=4[F:10])[N:19]=[C:20]3[CH:25]=[N:24]2)=[CH:6][CH:7]=1, predict the reactants needed to synthesize it. The reactants are: [Cl:1][C:2]1[N:3]=[N:4][C:5]([CH2:8]Cl)=[CH:6][CH:7]=1.[F:10][C:11]1[C:16]([F:17])=[CH:15][CH:14]=[CH:13][C:12]=1[C:18]1[N:26]=[C:21]2[CH:22]=[N:23][NH:24][CH:25]=[C:20]2[N:19]=1. (9) Given the product [F:28][C:29]1[CH:34]=[C:33]([CH:32]=[C:31]([C:2]2[C:3]([N:22]3[CH2:26][CH2:25][C@@H:24]([OH:27])[CH2:23]3)=[N:4][CH:5]=[C:6]([C:7](=[O:8])[NH:9][C:10]3[CH:15]=[CH:14][C:13]([O:16][C:17]([F:19])([F:20])[F:18])=[CH:12][CH:11]=3)[CH:21]=2)[CH:30]=1)[C:35]([O:37][CH3:38])=[O:36], predict the reactants needed to synthesize it. The reactants are: Br[C:2]1[C:3]([N:22]2[CH2:26][CH2:25][C@@H:24]([OH:27])[CH2:23]2)=[N:4][CH:5]=[C:6]([CH:21]=1)[C:7]([NH:9][C:10]1[CH:15]=[CH:14][C:13]([O:16][C:17]([F:20])([F:19])[F:18])=[CH:12][CH:11]=1)=[O:8].[F:28][C:29]1[CH:30]=[C:31](B(O)O)[CH:32]=[C:33]([C:35]([O:37][CH3:38])=[O:36])[CH:34]=1.